Dataset: Forward reaction prediction with 1.9M reactions from USPTO patents (1976-2016). Task: Predict the product of the given reaction. (1) Given the reactants C(OC([N:8]1[CH2:12][C@@H:11]([CH2:13][N:14]([CH:31]([CH3:33])[CH3:32])[C:15](=[O:30])[C:16]2[CH:21]=[CH:20][C:19]([O:22][CH3:23])=[C:18]([O:24][CH2:25][CH2:26][CH2:27][O:28][CH3:29])[CH:17]=2)[C@H:10]([NH2:34])[CH2:9]1)=O)(C)(C)C.Cl[CH2:36][C:37]([N:39]([CH:42]1[CH2:47][CH2:46][CH2:45][CH2:44][CH2:43]1)[CH2:40][CH3:41])=[O:38].[Cl-].CC#N.O, predict the reaction product. The product is: [CH:42]1([N:39]([CH2:40][CH3:41])[C:37]([CH2:36][NH:34][C@@H:10]2[CH2:9][NH:8][CH2:12][C@H:11]2[CH2:13][N:14]([CH:31]([CH3:32])[CH3:33])[C:15](=[O:30])[C:16]2[CH:21]=[CH:20][C:19]([O:22][CH3:23])=[C:18]([O:24][CH2:25][CH2:26][CH2:27][O:28][CH3:29])[CH:17]=2)=[O:38])[CH2:47][CH2:46][CH2:45][CH2:44][CH2:43]1. (2) Given the reactants Br[C:2]1[C:3]([O:21]C)=[CH:4][C:5]([O:19]C)=[C:6]([C:8]2[C:12]3[CH:13]=[CH:14][C:15]([O:17]C)=[CH:16][C:11]=3[O:10][N:9]=2)[CH:7]=1.[Li][CH2:24]CCC.IC.B(Br)(Br)Br, predict the reaction product. The product is: [OH:17][C:15]1[CH:14]=[CH:13][C:12]2[C:8]([C:6]3[CH:7]=[C:2]([CH3:24])[C:3]([OH:21])=[CH:4][C:5]=3[OH:19])=[N:9][O:10][C:11]=2[CH:16]=1. (3) Given the reactants [O-]C1C=CC=CC=1.[Na+].Br[C:10]1[CH:15]=[CH:14][C:13]([C:16]2[C:20]([C:21]3[CH:26]=[CH:25][CH:24]=[CH:23][CH:22]=3)=[C:19]([CH3:27])[O:18][N:17]=2)=[CH:12][CH:11]=1.C1(P(C2CCCCC2)C2C=CC=CC=2C2C=CC=CC=2[N:47](C)C)CCCCC1.C(NC(=O)[O-])(C)(C)C.C(=O)(O)[O-].[Na+], predict the reaction product. The product is: [CH3:27][C:19]1[O:18][N:17]=[C:16]([C:13]2[CH:14]=[CH:15][C:10]([NH2:47])=[CH:11][CH:12]=2)[C:20]=1[C:21]1[CH:26]=[CH:25][CH:24]=[CH:23][CH:22]=1.